Dataset: NCI-60 drug combinations with 297,098 pairs across 59 cell lines. Task: Regression. Given two drug SMILES strings and cell line genomic features, predict the synergy score measuring deviation from expected non-interaction effect. (1) Drug 1: CC1=C2C(C(=O)C3(C(CC4C(C3C(C(C2(C)C)(CC1OC(=O)C(C(C5=CC=CC=C5)NC(=O)OC(C)(C)C)O)O)OC(=O)C6=CC=CC=C6)(CO4)OC(=O)C)O)C)O. Drug 2: C1CC(=O)NC(=O)C1N2C(=O)C3=CC=CC=C3C2=O. Cell line: SF-268. Synergy scores: CSS=28.4, Synergy_ZIP=-1.84, Synergy_Bliss=2.04, Synergy_Loewe=-81.4, Synergy_HSA=2.10. (2) Drug 1: C1=CC(=CC=C1CCC2=CNC3=C2C(=O)NC(=N3)N)C(=O)NC(CCC(=O)O)C(=O)O. Drug 2: C1=NC2=C(N1)C(=S)N=CN2. Cell line: TK-10. Synergy scores: CSS=40.7, Synergy_ZIP=-6.58, Synergy_Bliss=-10.9, Synergy_Loewe=-10.4, Synergy_HSA=-6.50.